Dataset: Reaction yield outcomes from USPTO patents with 853,638 reactions. Task: Predict the reaction yield, written as a fraction of the theoretical maximum amount of product (1.0 means a 100% yield; for example, 0.34 means a 34% yield). (1) The reactants are [CH:1]1([CH:7]([NH:24][C:25]2[CH:33]=[CH:32][C:28]([C:29](O)=[O:30])=[CH:27][CH:26]=2)[C:8]2[CH:12]=[C:11]([C:13]3[CH:18]=[CH:17][C:16]([C:19]([F:22])([F:21])[F:20])=[CH:15][CH:14]=3)[S:10][C:9]=2[CH3:23])[CH2:6][CH2:5][CH2:4][CH2:3][CH2:2]1.Cl.[NH2:35][CH2:36][CH:37]([OH:42])[C:38]([O:40]C)=[O:39].O.ON1C2C=CC=CC=2N=N1.Cl.C(N=C=NCCCN(C)C)C.Cl.[OH-].[Na+]. The catalyst is CN(C)C=O.C(OCC)(=O)C.C(O)C.O1CCCC1.C(N(CC)CC)C. The product is [CH:1]1([CH:7]([NH:24][C:25]2[CH:26]=[CH:27][C:28]([C:29]([NH:35][CH2:36][CH:37]([OH:42])[C:38]([OH:40])=[O:39])=[O:30])=[CH:32][CH:33]=2)[C:8]2[CH:12]=[C:11]([C:13]3[CH:18]=[CH:17][C:16]([C:19]([F:22])([F:20])[F:21])=[CH:15][CH:14]=3)[S:10][C:9]=2[CH3:23])[CH2:6][CH2:5][CH2:4][CH2:3][CH2:2]1. The yield is 0.530. (2) The product is [NH2:4][C:3]1[CH:5]=[CH:6][C:7]([N+:9]([O-:11])=[O:10])=[CH:8][C:2]=1[C:19]#[C:18][C:13]([CH3:20])([CH3:12])[C:14]([O:16][CH3:17])=[O:15]. The reactants are Br[C:2]1[CH:8]=[C:7]([N+:9]([O-:11])=[O:10])[CH:6]=[CH:5][C:3]=1[NH2:4].[CH3:12][C:13]([CH3:20])([C:18]#[CH:19])[C:14]([O:16][CH3:17])=[O:15].C(N(CC)CC)C. The catalyst is C1(C)C=CC=CC=1.O.[Cu]I.C1C=CC([P]([Pd]([P](C2C=CC=CC=2)(C2C=CC=CC=2)C2C=CC=CC=2)([P](C2C=CC=CC=2)(C2C=CC=CC=2)C2C=CC=CC=2)[P](C2C=CC=CC=2)(C2C=CC=CC=2)C2C=CC=CC=2)(C2C=CC=CC=2)C2C=CC=CC=2)=CC=1. The yield is 0.0900. (3) The reactants are N12CCCN=C1CCCCC2.[Cl-].[Li+].COP([CH:20]([O:25][Si:26]([C:29]([CH3:32])([CH3:31])[CH3:30])([CH3:28])[CH3:27])[C:21]([O:23][CH3:24])=[O:22])(OC)=O.[F:33][C:34]([F:76])([F:75])[C:35]1[CH:36]=[C:37]([C@H:45]([N:47]([CH3:74])[C:48]([N:50]2[CH2:55][CH2:54][C@:53]([NH:59][S:60]([C:62]([CH3:65])([CH3:64])[CH3:63])=[O:61])([CH2:56][CH:57]=O)[CH2:52][C@@H:51]2[C:66]2[CH:71]=[CH:70][C:69]([F:72])=[CH:68][C:67]=2[CH3:73])=[O:49])[CH3:46])[CH:38]=[C:39]([C:41]([F:44])([F:43])[F:42])[CH:40]=1.C([O-])(O)=O.[Na+]. The catalyst is C(#N)C.CCOC(C)=O. The product is [F:76][C:34]([F:33])([F:75])[C:35]1[CH:36]=[C:37]([C@H:45]([N:47]([CH3:74])[C:48]([N:50]2[CH2:55][CH2:54][C@@:53]([CH2:56][CH:57]=[C:20]([O:25][Si:26]([C:29]([CH3:30])([CH3:31])[CH3:32])([CH3:27])[CH3:28])[C:21]([O:23][CH3:24])=[O:22])([NH:59][S:60]([C:62]([CH3:65])([CH3:64])[CH3:63])=[O:61])[CH2:52][C@@H:51]2[C:66]2[CH:71]=[CH:70][C:69]([F:72])=[CH:68][C:67]=2[CH3:73])=[O:49])[CH3:46])[CH:38]=[C:39]([C:41]([F:42])([F:43])[F:44])[CH:40]=1. The yield is 0.720.